Dataset: Forward reaction prediction with 1.9M reactions from USPTO patents (1976-2016). Task: Predict the product of the given reaction. (1) Given the reactants [CH:1]1[C:10]2[C:5](=[CH:6][CH:7]=[CH:8][CH:9]=2)[C:4]([CH:11]=O)=[CH:3][N:2]=1.N1(C2C=C[C:21]([CH:22]=[O:23])=CC=2)C=CC=N1, predict the reaction product. The product is: [CH:1]1[C:10]2[C:5](=[CH:6][CH:7]=[CH:8][CH:9]=2)[C:4]([CH:11]=[CH:21][CH:22]=[O:23])=[CH:3][N:2]=1. (2) Given the reactants [F:1][C:2]([F:26])([F:25])[O:3][C:4]1[CH:9]=[CH:8][C:7]([NH:10][C:11]2[C:12]3[CH:19]=[CH:18][N:17]([CH2:20][CH2:21][C:22]([OH:24])=O)[C:13]=3[N:14]=[CH:15][N:16]=2)=[CH:6][CH:5]=1.CCN(C(C)C)C(C)C.CN(C([O:43]N1N=NC2C=CC=NC1=2)=[N+](C)C)C.F[P-](F)(F)(F)(F)F.[N:60]1([CH2:66][CH2:67][NH2:68])[CH2:65][CH2:64][O:63][CH2:62][CH2:61]1.CN([CH:72]=[O:73])C, predict the reaction product. The product is: [N:60]1([CH2:66][CH2:67][NH:68][C:22](=[O:24])[CH2:21][CH2:20][N:17]2[C:13]3[N:14]=[CH:15][N:16]=[C:11]([NH:10][C:7]4[CH:6]=[CH:5][C:4]([O:3][C:2]([F:1])([F:25])[F:26])=[CH:9][CH:8]=4)[C:12]=3[CH:19]=[CH:18]2)[CH2:65][CH2:64][O:63][CH2:62][CH2:61]1.[C:72]([OH:73])([C:2]([F:26])([F:25])[F:1])=[O:43]. (3) The product is: [CH3:21][C:20]1[O:19][N:18]=[C:17]([C:22]2[CH:23]=[CH:24][CH:25]=[CH:26][CH:27]=2)[C:16]=1[CH2:15][O:14][C:11]1[N:10]=[N:9][C:8]([NH:4][C:1](=[O:3])[CH3:2])=[CH:13][CH:12]=1. Given the reactants [C:1]([N:4]([C:8]1[N:9]=[N:10][C:11]([O:14][CH2:15][C:16]2[C:17]([C:22]3[CH:27]=[CH:26][CH:25]=[CH:24][CH:23]=3)=[N:18][O:19][C:20]=2[CH3:21])=[CH:12][CH:13]=1)C(=O)C)(=[O:3])[CH3:2].C(=O)(O)[O-].[Na+], predict the reaction product. (4) Given the reactants [O:1]=[C:2]1[CH2:7][C@H:6]([C:8]([O:10][CH3:11])=[O:9])[C@@H:5]([C:12]([N:14]2[CH2:19][CH2:18][N:17]([C:20]3[CH:25]=[CH:24][CH:23]=[CH:22][CH:21]=3)[CH2:16][CH2:15]2)=[O:13])[CH2:4][CH2:3]1.[C:26]1([Mg]Br)[CH:31]=[CH:30][CH:29]=[CH:28][CH:27]=1, predict the reaction product. The product is: [OH:1][C:2]1([C:26]2[CH:31]=[CH:30][CH:29]=[CH:28][CH:27]=2)[CH2:7][C@H:6]([C:8]([O:10][CH3:11])=[O:9])[C@@H:5]([C:12]([N:14]2[CH2:19][CH2:18][N:17]([C:20]3[CH:25]=[CH:24][CH:23]=[CH:22][CH:21]=3)[CH2:16][CH2:15]2)=[O:13])[CH2:4][CH2:3]1. (5) Given the reactants [CH2:1]([O:8][C:9]1[CH:10]=[C:11]([CH:14]=[CH:15][CH:16]=1)[CH:12]=O)[C:2]1[CH:7]=[CH:6][CH:5]=[CH:4][CH:3]=1.[CH:17]1[C:22]([NH2:23])=[CH:21][CH:20]=[C:19]([O:24][C:25]2[CH:30]=[CH:29][C:28]([Cl:31])=[CH:27][CH:26]=2)[CH:18]=1.C[Si]([C:36]#[N:37])(C)C, predict the reaction product. The product is: [Cl:31][C:28]1[CH:29]=[CH:30][C:25]([O:24][C:19]2[CH:18]=[CH:17][C:22]([NH:23][CH:12]([C:11]3[CH:14]=[CH:15][CH:16]=[C:9]([O:8][CH2:1][C:2]4[CH:7]=[CH:6][CH:5]=[CH:4][CH:3]=4)[CH:10]=3)[C:36]#[N:37])=[CH:21][CH:20]=2)=[CH:26][CH:27]=1. (6) Given the reactants [CH3:1][O:2][C:3]1[CH:8]=[C:7]([O:9][CH3:10])[CH:6]=[CH:5][C:4]=1[C:11]#[CH:12].[CH3:13][O:14][C:15]1[CH:22]=[C:21]([O:23][CH3:24])[CH:20]=[CH:19][C:16]=1[CH2:17][SH:18].[Na], predict the reaction product. The product is: [CH3:1][O:2][C:3]1[CH:8]=[C:7]([O:9][CH3:10])[CH:6]=[CH:5][C:4]=1/[CH:11]=[CH:12]\[CH:11]([S:18][CH:17](/[CH:12]=[CH:11]\[C:4]1[CH:5]=[CH:6][C:7]([O:9][CH3:10])=[CH:8][C:3]=1[O:2][CH3:1])[C:16]1[CH:19]=[CH:20][C:21]([O:23][CH3:24])=[CH:22][C:15]=1[O:14][CH3:13])[C:4]1[CH:5]=[CH:6][C:7]([O:9][CH3:10])=[CH:8][C:3]=1[O:2][CH3:1]. (7) Given the reactants C(O)(C(F)(F)F)=O.C(OC([N:15]1[C:19]2[CH:20]=[CH:21][C:22]([C:24]3[CH:29]=[CH:28][CH:27]=[C:26]([O:30][CH2:31][C:32]4[CH:37]=[CH:36][CH:35]=[C:34]([Cl:38])[CH:33]=4)[CH:25]=3)=[CH:23][C:18]=2[N:17]=[C:16]1[C:39](=[O:46])[NH:40][CH2:41][C:42]([O:44][CH3:45])=[O:43])=O)(C)(C)C.C(OC(N1C2C=C(C3C=CC=C(OCC4C=CC=C(Cl)C=4)C=3)C=CC=2N=C1C(=O)NCC(OC)=O)=O)(C)(C)C.C([O-])(O)=O.[Na+], predict the reaction product. The product is: [CH3:45][O:44][C:42](=[O:43])[CH2:41][NH:40][C:39]([C:16]1[NH:15][C:19]2[CH:20]=[CH:21][C:22]([C:24]3[CH:29]=[CH:28][CH:27]=[C:26]([O:30][CH2:31][C:32]4[CH:37]=[CH:36][CH:35]=[C:34]([Cl:38])[CH:33]=4)[CH:25]=3)=[CH:23][C:18]=2[N:17]=1)=[O:46].